From a dataset of Forward reaction prediction with 1.9M reactions from USPTO patents (1976-2016). Predict the product of the given reaction. (1) Given the reactants [Cl:1][C:2]1[C:7]([CH3:8])=[CH:6][C:5](B2OC(C)(C)C(C)(C)O2)=[CH:4][C:3]=1[CH3:18].Br[C:20]1[N:21]([CH3:26])[CH:22]=[C:23]([CH3:25])[N:24]=1, predict the reaction product. The product is: [Cl:1][C:2]1[C:3]([CH3:18])=[CH:4][C:5]([C:20]2[N:21]([CH3:26])[CH:22]=[C:23]([CH3:25])[N:24]=2)=[CH:6][C:7]=1[CH3:8]. (2) Given the reactants Cl[C:2]1[N:7]=[C:6]([NH:8][C:9]2[CH:18]=[CH:17][CH:16]=[CH:15][C:10]=2[C:11]([NH:13][CH3:14])=[O:12])[C:5]([C:19]([F:22])([F:21])[F:20])=[CH:4][N:3]=1.[NH2:23][C:24]1[CH:39]=[CH:38][C:27]2[N:28]([CH2:34][CH2:35][O:36][CH3:37])[C:29](=[O:33])[CH2:30][CH2:31][CH2:32][C:26]=2[CH:25]=1, predict the reaction product. The product is: [CH3:37][O:36][CH2:35][CH2:34][N:28]1[C:29](=[O:33])[CH2:30][CH2:31][CH2:32][C:26]2[CH:25]=[C:24]([NH:23][C:2]3[N:7]=[C:6]([NH:8][C:9]4[CH:18]=[CH:17][CH:16]=[CH:15][C:10]=4[C:11]([NH:13][CH3:14])=[O:12])[C:5]([C:19]([F:22])([F:21])[F:20])=[CH:4][N:3]=3)[CH:39]=[CH:38][C:27]1=2. (3) Given the reactants [CH3:1][C:2]1[C:3]([C:8]([O:10]C)=[O:9])=[N:4][CH:5]=[CH:6][N:7]=1.[C:12](N)(N)=[O:13].OO.FC(F)(F)C(OC(=O)C(F)(F)F)=O, predict the reaction product. The product is: [CH3:12][O:13][C:6]1[N:7]=[C:2]([CH3:1])[C:3]([C:8]([OH:10])=[O:9])=[N:4][CH:5]=1. (4) Given the reactants [CH2:1]([NH:5][C@H:6]([C:8]1[CH:13]=[CH:12][CH:11]=[CH:10][CH:9]=1)[CH3:7])[CH2:2][CH:3]=[CH2:4].C([O-])([O-])=O.[K+].[K+].[CH2:20]([O:22][C:23](=[O:26])[CH2:24]Br)[CH3:21], predict the reaction product. The product is: [CH2:20]([O:22][C:23](=[O:26])[CH2:24][N:5]([CH2:1][CH2:2][CH:3]=[CH2:4])[C@H:6]([C:8]1[CH:9]=[CH:10][CH:11]=[CH:12][CH:13]=1)[CH3:7])[CH3:21]. (5) Given the reactants [CH2:1]([C:8]1([N:15]([CH3:17])[CH3:16])[CH2:13][CH2:12][C:11](=O)[CH2:10][CH2:9]1)[C:2]1[CH:7]=[CH:6][CH:5]=[CH:4][CH:3]=1.[CH2:18]([NH2:25])[C:19]1[CH:24]=[CH:23][CH:22]=[CH:21][CH:20]=1.C(O[BH-](OC(=O)C)OC(=O)C)(=O)C.[Na+].[OH-].[Na+], predict the reaction product. The product is: [CH2:1]([C:8]1([N:15]([CH3:17])[CH3:16])[CH2:13][CH2:12][CH:11]([NH:25][CH2:18][C:19]2[CH:24]=[CH:23][CH:22]=[CH:21][CH:20]=2)[CH2:10][CH2:9]1)[C:2]1[CH:7]=[CH:6][CH:5]=[CH:4][CH:3]=1.